Dataset: Full USPTO retrosynthesis dataset with 1.9M reactions from patents (1976-2016). Task: Predict the reactants needed to synthesize the given product. (1) Given the product [F:1][C:2]1[CH:30]=[CH:29][C:5]([CH2:6][N:7]2[CH2:12][CH2:11][CH2:10][CH2:9][C@@H:8]2[C:13]([NH:15][C:16]2([C:19]3[CH:20]=[CH:21][C:22]([C:23]([OH:25])=[O:24])=[CH:27][CH:28]=3)[CH2:18][CH2:17]2)=[O:14])=[CH:4][C:3]=1[CH3:31], predict the reactants needed to synthesize it. The reactants are: [F:1][C:2]1[CH:30]=[CH:29][C:5]([CH2:6][N:7]2[CH2:12][CH2:11][CH2:10][CH2:9][C@@H:8]2[C:13]([NH:15][C:16]2([C:19]3[CH:28]=[CH:27][C:22]([C:23]([O:25]C)=[O:24])=[CH:21][CH:20]=3)[CH2:18][CH2:17]2)=[O:14])=[CH:4][C:3]=1[CH3:31].O[Li].O. (2) Given the product [Na+:105].[CH3:48][O:47][C:15]1[CH:16]=[CH:17][C:18]([S:20]([N:23]2[C:27]3[CH:28]=[CH:29][C:30]([O:32][CH3:33])=[CH:31][C:26]=3[N:25]=[C:24]2[S:34]([CH2:36][C:37]2[C:42]([CH3:43])=[C:41]([O:44][CH3:45])[C:40]([CH3:46])=[CH:39][N:38]=2)=[O:35])(=[O:21])=[O:22])=[CH:19][C:14]=1[C:13]([O-:49])=[O:12].[Na+:105].[CH3:98][O:97][C:65]1[CH:66]=[CH:67][C:68]([S:70]([N:73]2[C:77]3[CH:78]=[C:79]([O:82][CH3:83])[CH:80]=[CH:81][C:76]=3[N:75]=[C:74]2[S:84]([CH2:86][C:87]2[C:92]([CH3:93])=[C:91]([O:94][CH3:95])[C:90]([CH3:96])=[CH:89][N:88]=2)=[O:85])(=[O:71])=[O:72])=[CH:69][C:64]=1[C:63]([O-:99])=[O:62], predict the reactants needed to synthesize it. The reactants are: C1(C)C=CC(S(CC[O:12][C:13](=[O:49])[C:14]2[CH:19]=[C:18]([S:20]([N:23]3[C:27]4[CH:28]=[CH:29][C:30]([O:32][CH3:33])=[CH:31][C:26]=4[N:25]=[C:24]3[S:34]([CH2:36][C:37]3[C:42]([CH3:43])=[C:41]([O:44][CH3:45])[C:40]([CH3:46])=[CH:39][N:38]=3)=[O:35])(=[O:22])=[O:21])[CH:17]=[CH:16][C:15]=2[O:47][CH3:48])(=O)=O)=CC=1.C1(C)C=CC(S(CC[O:62][C:63](=[O:99])[C:64]2[CH:69]=[C:68]([S:70]([N:73]3[C:77]4[CH:78]=[C:79]([O:82][CH3:83])[CH:80]=[CH:81][C:76]=4[N:75]=[C:74]3[S:84]([CH2:86][C:87]3[C:92]([CH3:93])=[C:91]([O:94][CH3:95])[C:90]([CH3:96])=[CH:89][N:88]=3)=[O:85])(=[O:72])=[O:71])[CH:67]=[CH:66][C:65]=2[O:97][CH3:98])(=O)=O)=CC=1.C(=O)(O)[O-].[Na+:105]. (3) Given the product [NH2:54][C:53]1[N:52]([CH3:51])[C:1](=[O:4])[C:15]([C:14]2[CH:11]=[CH:12][C:13]([O:62][CH:29]([F:49])[F:28])=[C:8]([CH3:9])[CH:57]=2)([C:17]2[CH:22]=[C:21]([CH3:23])[CH:20]=[C:19]([F:24])[CH:18]=2)[N:55]=1, predict the reactants needed to synthesize it. The reactants are: [C:1](=[O:4])([O-])[O-].FC(F)O[C:8]1[CH:13]=[CH:12][C:11]([C:14](=O)[C:15]([C:17]2[CH:22]=[C:21]([CH3:23])[CH:20]=[C:19]([F:24])[CH:18]=2)=O)=C[C:9]=1C.[F:28][CH:29]([F:49])OC1C=CC(C(=O)C(C2C=CC=C(F)C=2)=O)=CC=1C.Cl.[CH3:51][NH:52][C:53]([NH2:55])=[NH:54].O1CCOC[CH2:57]1.[OH2:62].